This data is from Reaction yield outcomes from USPTO patents with 853,638 reactions. The task is: Predict the reaction yield, written as a fraction of the theoretical maximum amount of product (1.0 means a 100% yield; for example, 0.34 means a 34% yield). (1) The reactants are O.[OH-].[Li+:3].[CH3:4][C:5]1[O:9][C:8]([C:10]2[CH:15]=[CH:14][CH:13]=[CH:12][CH:11]=2)=[N:7][C:6]=1[CH2:16][O:17][C:18]1[CH:38]=[CH:37][C:21]([CH2:22][O:23]/[N:24]=[C:25](/[C:31]2[CH:36]=[CH:35][CH:34]=[CH:33][CH:32]=2)\[CH2:26][CH2:27][C:28]([OH:30])=[O:29])=[CH:20][CH:19]=1. The catalyst is CO. The product is [CH3:4][C:5]1[O:9][C:8]([C:10]2[CH:11]=[CH:12][CH:13]=[CH:14][CH:15]=2)=[N:7][C:6]=1[CH2:16][O:17][C:18]1[CH:38]=[CH:37][C:21]([CH2:22][O:23]/[N:24]=[C:25](/[C:31]2[CH:36]=[CH:35][CH:34]=[CH:33][CH:32]=2)\[CH2:26][CH2:27][C:28]([O-:30])=[O:29])=[CH:20][CH:19]=1.[Li+:3]. The yield is 0.960. (2) No catalyst specified. The reactants are C[O:2][C:3](=[O:17])[C:4]1[C:9]([C:10]2[N:15]=[CH:14][CH:13]=[CH:12][N:11]=2)=[CH:8][CH:7]=[CH:6][C:5]=1[F:16].[OH-].[Na+]. The product is [F:16][C:5]1[CH:6]=[CH:7][CH:8]=[C:9]([C:10]2[N:11]=[CH:12][CH:13]=[CH:14][N:15]=2)[C:4]=1[C:3]([OH:17])=[O:2]. The yield is 0.880. (3) The reactants are [CH2:1]1[C:9]2[C:4](=[CH:5][C:6]([C:10]3(O)[CH2:13][O:12][CH2:11]3)=[CH:7][CH:8]=2)[CH2:3][NH:2]1.C(N(S(F)(F)[F:21])CC)C. The catalyst is C(#N)C.[N+](C)([O-])=O. The product is [F:21][C:10]1([C:6]2[CH:5]=[C:4]3[C:9](=[CH:8][CH:7]=2)[CH2:1][NH:2][CH2:3]3)[CH2:13][O:12][CH2:11]1. The yield is 0.670. (4) The reactants are [H-].[Na+].[Cl:3][C:4]1[CH:9]=[CH:8][C:7]([O:10][C:11]2[CH:18]=[CH:17][C:14]([CH:15]=O)=[CH:13][CH:12]=2)=[CH:6][C:5]=1[C:19]([F:22])([F:21])[F:20].[CH2:23]1COCC1. The catalyst is [Br-].C[P+](C1C=CC=CC=1)(C1C=CC=CC=1)C1C=CC=CC=1. The product is [Cl:3][C:4]1[CH:9]=[CH:8][C:7]([O:10][C:11]2[CH:18]=[CH:17][C:14]([CH:15]=[CH2:23])=[CH:13][CH:12]=2)=[CH:6][C:5]=1[C:19]([F:22])([F:21])[F:20]. The yield is 0.860. (5) The reactants are [CH2:1]([OH:13])[CH2:2][O:3][CH2:4][CH2:5][O:6][CH2:7][CH2:8][O:9][CH2:10][CH2:11][OH:12].N1[CH:19]=[CH:18][CH:17]=[CH:16][CH:15]=1.[O:20]1[CH2:24][CH2:23][CH2:22][CH2:21]1. No catalyst specified. The product is [C:21]([O:12][CH2:11][CH2:10][O:9][CH2:8][CH2:7][O:6][CH2:5][CH2:4][O:3][CH2:2][CH2:1][OH:13])(=[O:20])[CH2:22][CH2:23][CH2:24][CH2:15][CH2:16][CH2:17][CH2:18][CH2:19][C:19]#[C:18][C:17]#[C:16][CH2:15][CH2:19][CH2:18][CH2:17][CH2:16][CH2:15][CH2:15][CH2:16][CH2:17][CH3:18]. The yield is 0.410. (6) The reactants are [CH3:1][O:2][C:3](=[O:15])[CH2:4][CH2:5][C:6]1[CH:14]=[CH:13][C:9]([C:10]([OH:12])=O)=[CH:8][CH:7]=1.C(Cl)(=O)C(Cl)=O.[C:22]1([O:28][CH3:29])[CH:27]=[CH:26][CH:25]=[CH:24][CH:23]=1.[Al+3].[Cl-].[Cl-].[Cl-].Cl. The catalyst is C(Cl)Cl.CN(C=O)C. The product is [CH3:29][O:28][C:22]1[CH:27]=[CH:26][C:25]([C:10]([C:9]2[CH:8]=[CH:7][C:6]([CH2:5][CH2:4][C:3]([O:2][CH3:1])=[O:15])=[CH:14][CH:13]=2)=[O:12])=[CH:24][CH:23]=1. The yield is 0.630.